This data is from Forward reaction prediction with 1.9M reactions from USPTO patents (1976-2016). The task is: Predict the product of the given reaction. (1) Given the reactants [CH2:1]([O:5][C:6]1[CH:11]=[C:10](/[CH:12]=[CH:13]/[C:14]([O:16][CH3:17])=[O:15])[CH:9]=[CH:8][C:7]=1[C:18]1[CH:23]=[CH:22][CH:21]=[C:20]([CH2:24][N:25]([CH3:35])[C:26](=[O:34])[CH2:27][CH2:28][CH2:29][CH2:30][CH2:31][CH2:32][CH3:33])[CH:19]=1)[CH2:2][CH2:3][CH3:4], predict the reaction product. The product is: [CH2:1]([O:5][C:6]1[CH:11]=[C:10]([CH2:12][CH2:13][C:14]([O:16][CH3:17])=[O:15])[CH:9]=[CH:8][C:7]=1[C:18]1[CH:23]=[CH:22][CH:21]=[C:20]([CH2:24][N:25]([CH3:35])[C:26](=[O:34])[CH2:27][CH2:28][CH2:29][CH2:30][CH2:31][CH2:32][CH3:33])[CH:19]=1)[CH2:2][CH2:3][CH3:4]. (2) The product is: [CH2:40]([O:41][C:42]1[CH:43]=[C:20]([CH:29]=[CH:28][CH:27]=1)[NH:21][C:20]1[C:29]2[C:24](=[CH:25][CH:26]=[CH:27][CH:28]=2)[C:23]([CH2:30][C:31]2[CH:36]=[CH:35][N:34]=[CH:33][CH:32]=2)=[N:22][N:21]=1)[CH2:39][CH2:8][CH2:7][CH2:6][CH2:5][CH2:4][CH2:3][CH2:2][CH3:1]. Given the reactants [CH2:1](ONC1C=CC=CC=1)[CH2:2][CH2:3][CH2:4][CH2:5][CH2:6][CH2:7][CH2:8]CC.Cl[C:20]1[C:29]2[C:24](=[CH:25][CH:26]=[CH:27][CH:28]=2)[C:23]([CH2:30][C:31]2[CH:36]=[CH:35][N:34]=[CH:33][CH:32]=2)=[N:22][N:21]=1.Cl.O1[CH2:43][CH2:42][O:41][CH2:40][CH2:39]1, predict the reaction product. (3) Given the reactants O[C:2]1[C:11]2[C:6](=[N:7][CH:8]=[CH:9][CH:10]=2)[N:5]([C:12]2[CH:17]=[CH:16][CH:15]=[CH:14][CH:13]=2)[C:4](=[O:18])[C:3]=1[C:19](=O)[CH2:20][CH2:21][C:22]1[CH:27]=[CH:26][C:25]([CH3:28])=[CH:24][CH:23]=1.O.[NH2:31][NH2:32].O, predict the reaction product. The product is: [CH3:28][C:25]1[CH:26]=[CH:27][C:22]([CH2:21][CH2:20][C:19]2[C:3]3[C:4](=[O:18])[N:5]([C:12]4[CH:17]=[CH:16][CH:15]=[CH:14][CH:13]=4)[C:6]4[N:7]=[CH:8][CH:9]=[CH:10][C:11]=4[C:2]=3[NH:32][N:31]=2)=[CH:23][CH:24]=1. (4) Given the reactants [CH2:1]([N:8]1[C:12]2[CH:13]=[C:14](Cl)[C:15]3[N:16]([C:17]([CH3:20])=[N:18][N:19]=3)[C:11]=2[CH:10]=[C:9]1[CH3:22])[C:2]1[CH:7]=[CH:6][CH:5]=[CH:4][CH:3]=1.[O:23]1[CH2:28][CH2:27][CH:26]([NH2:29])[CH2:25][CH2:24]1.CC(C)([O-])C.[Na+].CC1(C)C2C=CC=C(P(C3C=CC=CC=3)C3C=CC=CC=3)C=2OC2C1=CC=CC=2P(C1C=CC=CC=1)C1C=CC=CC=1, predict the reaction product. The product is: [CH2:1]([N:8]1[C:12]2[CH:13]=[C:14]([NH:29][CH:26]3[CH2:27][CH2:28][O:23][CH2:24][CH2:25]3)[C:15]3[N:16]([C:17]([CH3:20])=[N:18][N:19]=3)[C:11]=2[CH:10]=[C:9]1[CH3:22])[C:2]1[CH:7]=[CH:6][CH:5]=[CH:4][CH:3]=1. (5) Given the reactants [CH3:1][C:2]1[CH:7]=[C:6]([NH:8][C:9]([C:11]2[C:16](Br)=[N:15][CH:14]=[C:13]([CH3:18])[N:12]=2)=[O:10])[CH:5]=[CH:4][N:3]=1.[Cl:19][C:20]1[CH:21]=[C:22]([NH2:26])[CH:23]=[N:24][CH:25]=1, predict the reaction product. The product is: [CH3:1][C:2]1[CH:7]=[C:6]([NH:8][C:9]([C:11]2[C:16]([NH:26][C:22]3[CH:23]=[N:24][CH:25]=[C:20]([Cl:19])[CH:21]=3)=[N:15][CH:14]=[C:13]([CH3:18])[N:12]=2)=[O:10])[CH:5]=[CH:4][N:3]=1. (6) Given the reactants [C:1]([N:4]1[CH2:9][CH2:8][CH:7]([C:10]([C:18]2[CH:19]=[C:20]3[C:25](=[CH:26][CH:27]=2)[N:24]=[C:23](Cl)[C:22]([O:29][CH:30]([CH3:32])[CH3:31])=[C:21]3[Cl:33])([C:12]2[CH:17]=[CH:16][CH:15]=[CH:14][CH:13]=2)[OH:11])[CH2:6][CH2:5]1)(=[O:3])[CH3:2].[C:34](O)(C(F)(F)F)=[O:35].C[O-].[Na+], predict the reaction product. The product is: [C:1]([N:4]1[CH2:9][CH2:8][CH:7]([C:10]([C:18]2[CH:19]=[C:20]3[C:25](=[CH:26][CH:27]=2)[N:24]=[C:23]([O:35][CH3:34])[C:22]([O:29][CH:30]([CH3:31])[CH3:32])=[C:21]3[Cl:33])([C:12]2[CH:13]=[CH:14][CH:15]=[CH:16][CH:17]=2)[OH:11])[CH2:6][CH2:5]1)(=[O:3])[CH3:2]. (7) Given the reactants [NH2:1][C:2]1[C:7]2[C:8](=[O:25])[N:9]([C:13]3[CH:18]=[CH:17][C:16]([C:19]([CH3:24])([CH3:23])[C:20]([NH2:22])=O)=[CH:15][CH:14]=3)[CH2:10][CH2:11][O:12][C:6]=2[N:5]=[CH:4][N:3]=1.C(Cl)(=O)C(Cl)=O.C(=O)(O)[O-].[Na+], predict the reaction product. The product is: [NH2:1][C:2]1[C:7]2[C:8](=[O:25])[N:9]([C:13]3[CH:14]=[CH:15][C:16]([C:19]([CH3:23])([CH3:24])[C:20]#[N:22])=[CH:17][CH:18]=3)[CH2:10][CH2:11][O:12][C:6]=2[N:5]=[CH:4][N:3]=1. (8) The product is: [CH2:24]([C:6]1([CH2:5][CH2:4][CH2:3][NH:2][CH3:1])[CH2:15][C:14]2[C:9](=[CH:10][CH:11]=[CH:12][CH:13]=2)[N:8]([C:16]2[CH:17]=[CH:18][CH:19]=[CH:20][CH:21]=2)[C:7]1=[O:22])[CH3:25]. Given the reactants [CH3:1][NH:2][CH2:3][CH2:4][CH2:5][CH:6]1[CH2:15][C:14]2[C:9](=[CH:10][CH:11]=[CH:12][CH:13]=2)[N:8]([C:16]2[CH:21]=[CH:20][CH:19]=[CH:18][CH:17]=2)[C:7]1=[O:22].Cl[CH2:24][CH2:25]CC1(CC)CC2C(=CC=CC=2)N(C2C=CC=CC=2)C1=O, predict the reaction product.